The task is: Predict the reactants needed to synthesize the given product.. This data is from Full USPTO retrosynthesis dataset with 1.9M reactions from patents (1976-2016). (1) Given the product [NH2:19][C:16]1[CH:17]=[CH:18][C:10]([C:8]2[CH:7]=[N:6][N:5]([CH2:4][CH2:3][CH2:2][OH:1])[CH:9]=2)=[CH:11][C:15]=1[C:14]([NH:13][CH3:12])=[O:22], predict the reactants needed to synthesize it. The reactants are: [OH:1][CH2:2][CH2:3][CH2:4][N:5]1[CH:9]=[C:8]([C:10]2[CH:18]=[CH:17][C:16]([N+:19]([O-])=O)=[C:15]3[C:11]=2[CH2:12][N:13](C)[C:14]3=[O:22])[CH:7]=[N:6]1.NC1C=CC(Br)=CC=1C(NC)=O. (2) Given the product [C:13]([C:12]1[C:11]([C:15]2[CH:20]=[CH:19][C:18]([Cl:21])=[CH:17][C:16]=2[Cl:22])=[C:10]([C:23]2[NH:27][CH:26]=[N:25][N:24]=2)[S:9][C:8]=1[C:6]1[CH:5]=[CH:4][N:3]=[C:2]([NH:1][C:37]([CH:34]2[CH2:36][CH2:35]2)=[O:38])[CH:7]=1)#[N:14], predict the reactants needed to synthesize it. The reactants are: [NH2:1][C:2]1[CH:7]=[C:6]([C:8]2[S:9][C:10]([C:23]3[NH:27][CH:26]=[N:25][N:24]=3)=[C:11]([C:15]3[CH:20]=[CH:19][C:18]([Cl:21])=[CH:17][C:16]=3[Cl:22])[C:12]=2[C:13]#[N:14])[CH:5]=[CH:4][N:3]=1.N1C=CC=CC=1.[CH:34]1([C:37](Cl)=[O:38])[CH2:36][CH2:35]1.C(=O)(O)[O-].[Na+]. (3) Given the product [F:32][C:33]1[CH:38]=[CH:37][C:36]([O:39][CH2:2][CH2:3][CH2:4][S:5]([N:8]2[CH2:13][CH2:12][CH:11]([C:14]3[C:22]4[C:17](=[C:18]([C:29]([NH2:31])=[O:30])[CH:19]=[C:20]([C:23]5[CH:28]=[CH:27][CH:26]=[CH:25][CH:24]=5)[CH:21]=4)[NH:16][CH:15]=3)[CH2:10][CH2:9]2)(=[O:7])=[O:6])=[CH:35][CH:34]=1, predict the reactants needed to synthesize it. The reactants are: Cl[CH2:2][CH2:3][CH2:4][S:5]([N:8]1[CH2:13][CH2:12][CH:11]([C:14]2[C:22]3[C:17](=[C:18]([C:29]([NH2:31])=[O:30])[CH:19]=[C:20]([C:23]4[CH:28]=[CH:27][CH:26]=[CH:25][CH:24]=4)[CH:21]=3)[NH:16][CH:15]=2)[CH2:10][CH2:9]1)(=[O:7])=[O:6].[F:32][C:33]1[CH:38]=[CH:37][C:36]([OH:39])=[CH:35][CH:34]=1.C([O-])([O-])=O.[K+].[K+]. (4) Given the product [N:8]1[CH:13]=[CH:12][CH:11]=[C:10]([CH:14]([OH:31])[CH2:15][CH:16]2[CH2:21][CH:20]3[N:34]([C:35]([O:37][CH2:38][CH3:39])=[O:36])[CH:17]2[CH2:18][CH2:19]3)[CH:9]=1, predict the reactants needed to synthesize it. The reactants are: N12CC(CC1)CC2.[N:8]1[CH:13]=[CH:12][CH:11]=[C:10]([CH:14]=[CH:15][C:16]23N[CH:19]([CH2:20][CH2:21]2)[CH2:18][CH2:17]3)[CH:9]=1.CN1C2CC(CC1CC2)=[O:31].[N:34]([C:35]([O:37][CH2:38][CH3:39])=[O:36])=[N:34][C:35]([O:37][CH2:38][CH3:39])=[O:36].C1(P(C2C=CC=CC=2)C2C=CC=CC=2)C=CC=CC=1.II.N1C=CC=C(C=O)C=1. (5) The reactants are: F[C:2](F)(F)[C:3](O)=O.[Cl:8][C:9]1[CH:10]=[CH:11][C:12]([NH:15][C:16](=[O:33])[C:17]2[CH:22]=[C:21]([CH3:23])[CH:20]=[CH:19][C:18]=2[NH:24][C:25]([CH:27]2[CH2:32][CH2:31][NH:30][CH2:29][CH2:28]2)=[O:26])=[N:13][CH:14]=1.[C:34](O)(=O)C.C([BH3-])#N.[Na+].[Cl-].[NH4+]. Given the product [ClH:8].[Cl:8][C:9]1[CH:10]=[CH:11][C:12]([NH:15][C:16](=[O:33])[C:17]2[CH:22]=[C:21]([CH3:23])[CH:20]=[CH:19][C:18]=2[NH:24][C:25]([CH:27]2[CH2:32][CH2:31][N:30]([CH:2]([CH3:3])[CH3:34])[CH2:29][CH2:28]2)=[O:26])=[N:13][CH:14]=1, predict the reactants needed to synthesize it. (6) The reactants are: [OH:1][C:2]1[CH:3]=[C:4]([NH:8]C2N=C([NH:8][C:4]3[CH:5]=[CH:6][CH:7]=[C:2]([OH:1])[CH:3]=3)C(F)=CN=2)[CH:5]=[CH:6][CH:7]=1.Cl[C:25]1[N:30]=[C:29](Cl)[C:28]([N+:32]([O-:34])=[O:33])=[C:27]([C:35]([O:37][CH2:38][CH3:39])=[O:36])[N:26]=1.[NH2:40][C:41]1[CH:42]=[C:43]([OH:47])[CH:44]=[CH:45][CH:46]=1. Given the product [OH:1][C:2]1[CH:3]=[C:4]([NH:8][C:25]2[N:30]=[C:29]([NH:40][C:41]3[CH:46]=[CH:45][CH:44]=[C:43]([OH:47])[CH:42]=3)[C:28]([N+:32]([O-:34])=[O:33])=[C:27]([C:35]([O:37][CH2:38][CH3:39])=[O:36])[N:26]=2)[CH:5]=[CH:6][CH:7]=1, predict the reactants needed to synthesize it.